Dataset: Full USPTO retrosynthesis dataset with 1.9M reactions from patents (1976-2016). Task: Predict the reactants needed to synthesize the given product. (1) The reactants are: FC(F)(F)C(O)=O.[Cl:8][C:9]1[C:10]([F:34])=[C:11]([CH:15]2[C:19]([C:22]3[CH:27]=[CH:26][C:25]([Cl:28])=[CH:24][C:23]=3[F:29])([C:20]#[N:21])[CH:18]([CH3:30])[NH:17][CH:16]2[C:31]([OH:33])=O)[CH:12]=[CH:13][CH:14]=1.[OH:35][C@H:36]([CH2:70][OH:71])[CH2:37][CH2:38][NH:39]C(C1C(C2C=CC=C(Cl)C=2)C(C2C=CC(Cl)=CC=2)(C#N)C(CC(C)(C)C)N1CC)=O.CN(C(ON1N=N[C:82]2[CH:83]=CC=N[C:81]1=2)=[N+](C)C)C.F[P-](F)(F)(F)(F)F.CCN(C(C)C)C(C)C. Given the product [CH3:81][C:82]1([CH3:83])[O:35][CH:36]([CH2:37][CH2:38][NH:39][C:31]([CH:16]2[CH:15]([C:11]3[CH:12]=[CH:13][CH:14]=[C:9]([Cl:8])[C:10]=3[F:34])[C:19]([C:22]3[CH:27]=[CH:26][C:25]([Cl:28])=[CH:24][C:23]=3[F:29])([C:20]#[N:21])[CH:18]([CH3:30])[NH:17]2)=[O:33])[CH2:70][O:71]1, predict the reactants needed to synthesize it. (2) Given the product [NH2:8][C@@H:9]([CH2:13][O:14][C:15]([O:17][C:18]1[C:23]([CH:24]([CH3:25])[CH3:26])=[CH:22][CH:21]=[CH:20][C:19]=1[CH:27]([CH3:29])[CH3:28])=[O:16])[C:10]([OH:12])=[O:11], predict the reactants needed to synthesize it. The reactants are: FC(F)(F)C(O)=O.[NH2:8][C@@H:9]([CH2:13][O:14][C:15]([O:17][C:18]1[C:23]([CH:24]([CH3:26])[CH3:25])=[CH:22][CH:21]=[CH:20][C:19]=1[CH:27]([CH3:29])[CH3:28])=[O:16])[C:10]([OH:12])=[O:11].C(=O)(O)[O-].[Na+].